This data is from Forward reaction prediction with 1.9M reactions from USPTO patents (1976-2016). The task is: Predict the product of the given reaction. (1) Given the reactants Cl.Cl.Cl.[O:4]1[C:12]2[CH:11]=[CH:10][N:9]=[C:8]([N:13]3[CH2:18][CH2:17][N:16]([CH2:19][CH2:20][C@H:21]4[CH2:26][CH2:25][C@H:24]([NH2:27])[CH2:23][CH2:22]4)[CH2:15][CH2:14]3)[C:7]=2[CH2:6][CH2:5]1.[OH:28][C@@H:29]([CH2:35][CH3:36])[CH2:30][C:31](OC)=[O:32], predict the reaction product. The product is: [O:4]1[C:12]2[CH:11]=[CH:10][N:9]=[C:8]([N:13]3[CH2:18][CH2:17][N:16]([CH2:19][CH2:20][C@H:21]4[CH2:26][CH2:25][C@H:24]([NH:27][C:31](=[O:32])[CH2:30][C@@H:29]([OH:28])[CH2:35][CH3:36])[CH2:23][CH2:22]4)[CH2:15][CH2:14]3)[C:7]=2[CH2:6][CH2:5]1. (2) The product is: [F:10][C:11]1[CH:12]=[C:13]2[C:18](=[CH:19][C:20]=1[O:9][CH2:8][CH2:7][N:4]1[CH2:5][CH2:6][O:1][CH2:2][CH2:3]1)[N:17]([CH2:22][C:23]1[CH:28]=[CH:27][C:26]([C:29]([F:31])([F:30])[F:32])=[CH:25][CH:24]=1)[CH:16]=[C:15]([C:33]1[N:37]=[C:36]([C:38]([C:41]3[CH:42]=[CH:43][C:44]([F:47])=[CH:45][CH:46]=3)([CH3:40])[CH3:39])[O:35][N:34]=1)[C:14]2=[O:48]. Given the reactants [O:1]1[CH2:6][CH2:5][N:4]([CH2:7][CH2:8][OH:9])[CH2:3][CH2:2]1.[F:10][C:11]1[CH:12]=[C:13]2[C:18](=[CH:19][C:20]=1F)[N:17]([CH2:22][C:23]1[CH:28]=[CH:27][C:26]([C:29]([F:32])([F:31])[F:30])=[CH:25][CH:24]=1)[CH:16]=[C:15]([C:33]1[N:37]=[C:36]([C:38]([C:41]3[CH:46]=[CH:45][C:44]([F:47])=[CH:43][CH:42]=3)([CH3:40])[CH3:39])[O:35][N:34]=1)[C:14]2=[O:48], predict the reaction product. (3) Given the reactants Cl[C:2]1[C:11]2[C:6](=[CH:7][CH:8]=[C:9]([S:12][CH:13]3[CH2:18][CH2:17][O:16][CH2:15][CH2:14]3)[CH:10]=2)[N:5]=[CH:4][CH:3]=1.[Cl:19][C:20]1[CH:26]=[CH:25][C:23]([NH2:24])=[CH:22][C:21]=1[O:27][CH3:28].C(O)C, predict the reaction product. The product is: [Cl:19][C:20]1[CH:26]=[CH:25][C:23]([NH:24][C:2]2[C:11]3[C:6](=[CH:7][CH:8]=[C:9]([S:12][CH:13]4[CH2:18][CH2:17][O:16][CH2:15][CH2:14]4)[CH:10]=3)[N:5]=[CH:4][CH:3]=2)=[CH:22][C:21]=1[O:27][CH3:28]. (4) Given the reactants [CH2:1]([O:3][C:4]([C:6]1([C:9]2[CH:14]=[CH:13][C:12]([C:15]3[CH:20]=[CH:19][C:18]([C:21]4[S:22][C:23]([Cl:29])=[CH:24][C:25]=4C(=O)N)=[CH:17][CH:16]=3)=[CH:11][CH:10]=2)[CH2:8][CH2:7]1)=[O:5])[CH3:2].[C:30]1([C@H:36]([OH:38])[CH3:37])[CH:35]=[CH:34][CH:33]=[CH:32][CH:31]=1.[N:39]1[CH:44]=CC=CC=1.FC(F)(F)C(OI(C1C=CC=CC=1)OC(=O)C(F)(F)F)=[O:48], predict the reaction product. The product is: [CH2:1]([O:3][C:4]([C:6]1([C:9]2[CH:10]=[CH:11][C:12]([C:15]3[CH:16]=[CH:17][C:18]([C:21]4[S:22][C:23]([Cl:29])=[CH:24][C:25]=4[NH:39][C:44]([O:38][C@@H:36]([C:30]4[CH:35]=[CH:34][CH:33]=[CH:32][CH:31]=4)[CH3:37])=[O:48])=[CH:19][CH:20]=3)=[CH:13][CH:14]=2)[CH2:8][CH2:7]1)=[O:5])[CH3:2]. (5) Given the reactants [Br:1][C:2]1[CH:7]=[CH:6][C:5]([Br:8])=[CH:4][C:3]=1[S:9]([NH:12][C@@H:13]1[CH2:17][CH2:16][N:15]([C:18]([O:20][C:21]([CH3:24])([CH3:23])[CH3:22])=[O:19])[CH2:14]1)(=[O:11])=[O:10].[H-].[Na+].Br[CH2:28][CH2:29][CH2:30][CH2:31][CH2:32][CH3:33], predict the reaction product. The product is: [Br:1][C:2]1[CH:7]=[CH:6][C:5]([Br:8])=[CH:4][C:3]=1[S:9]([N:12]([CH2:28][CH2:29][CH2:30][CH2:31][CH2:32][CH3:33])[C@@H:13]1[CH2:17][CH2:16][N:15]([C:18]([O:20][C:21]([CH3:24])([CH3:23])[CH3:22])=[O:19])[CH2:14]1)(=[O:11])=[O:10]. (6) Given the reactants [Cl:1][C:2]([Cl:35])([Cl:34])[CH2:3][O:4][C:5](=[O:33])[NH:6][C:7]1[CH:12]=[CH:11][C:10]([S:13][C:14]2[CH:19]=[CH:18][C:17]([C:20](=[O:29])[NH:21][C:22]3[CH:27]=[CH:26][C:25]([Br:28])=[CH:24][CH:23]=3)=[CH:16][C:15]=2[N+:30]([O-])=O)=[CH:9][CH:8]=1.[Cl-].[NH4+].O1CCCC1.O, predict the reaction product. The product is: [Cl:35][C:2]([Cl:1])([Cl:34])[CH2:3][O:4][C:5](=[O:33])[NH:6][C:7]1[CH:12]=[CH:11][C:10]([S:13][C:14]2[CH:19]=[CH:18][C:17]([C:20](=[O:29])[NH:21][C:22]3[CH:27]=[CH:26][C:25]([Br:28])=[CH:24][CH:23]=3)=[CH:16][C:15]=2[NH2:30])=[CH:9][CH:8]=1. (7) Given the reactants [CH2:1]([N:3]1[C:7]2[N:8]=[C:9]([C:18]3[CH:23]=[CH:22][C:21]([NH:24][C:25]([NH:27][C:28]4[CH:36]=[CH:35][C:31]([C:32](O)=[O:33])=[CH:30][CH:29]=4)=[O:26])=[CH:20][CH:19]=3)[N:10]=[C:11]([N:12]3[CH2:17][CH2:16][O:15][CH2:14][CH2:13]3)[C:6]=2[N:5]=[N:4]1)[CH3:2].C[CH2:38][N:39]([CH2:42]C)[CH2:40]C.C1C=CC2N(O)N=NC=2C=1.CCN=C=[N:58][CH2:59][CH2:60][CH2:61][N:62]([CH3:64])[CH3:63], predict the reaction product. The product is: [CH2:1]([N:3]1[C:7]2[N:8]=[C:9]([C:18]3[CH:23]=[CH:22][C:21]([NH:24][C:25]([NH:27][C:28]4[CH:36]=[CH:35][C:31]([C:32]([NH:58][CH2:59][CH2:60][CH2:61][N:62]5[CH2:63][CH2:40][N:39]([CH3:42])[CH2:38][CH2:64]5)=[O:33])=[CH:30][CH:29]=4)=[O:26])=[CH:20][CH:19]=3)[N:10]=[C:11]([N:12]3[CH2:17][CH2:16][O:15][CH2:14][CH2:13]3)[C:6]=2[N:5]=[N:4]1)[CH3:2]. (8) Given the reactants [C:1]([C:3]1[CH:4]=[CH:5][C:6]2[O:11][CH:10]([C:12]([OH:14])=O)[CH2:9][N:8]([C:15]([O:17][CH2:18][CH3:19])=[O:16])[C:7]=2[CH:20]=1)#[N:2].[C:21](=[O:38])([O:36][CH3:37])[O:22][C:23]1[CH:28]=[C:27]([NH2:29])[C:26]([Br:30])=[CH:25][C:24]=1[CH:31]1[CH2:35][CH2:34][CH2:33][CH2:32]1.N1C=CC=CC=1.C(P1(=O)OP(CCC)(=O)OP(CCC)(=O)O1)CC, predict the reaction product. The product is: [Br:30][C:26]1[CH:25]=[C:24]([CH:31]2[CH2:35][CH2:34][CH2:33][CH2:32]2)[C:23]([O:22][C:21]([O:36][CH3:37])=[O:38])=[CH:28][C:27]=1[NH:29][C:12]([CH:10]1[O:11][C:6]2[CH:5]=[CH:4][C:3]([C:1]#[N:2])=[CH:20][C:7]=2[N:8]([C:15]([O:17][CH2:18][CH3:19])=[O:16])[CH2:9]1)=[O:14]. (9) The product is: [CH2:24]([NH:31][C:18]1[N:14]([CH2:13][CH2:12][CH2:11][N:4]2[C:5]([NH:31][CH2:24][C:25]3[CH:30]=[CH:29][CH:28]=[CH:27][CH:26]=3)=[C:6]([N+:7]([O-:9])=[O:8])[C:2]([Br:1])=[N:3]2)[N:15]=[C:16]([Br:23])[C:17]=1[N+:20]([O-:22])=[O:21])[C:25]1[CH:30]=[CH:29][CH:28]=[CH:27][CH:26]=1. Given the reactants [Br:1][C:2]1[C:6]([N+:7]([O-:9])=[O:8])=[C:5](Br)[N:4]([CH2:11][CH2:12][CH2:13][N:14]2[C:18](Br)=[C:17]([N+:20]([O-:22])=[O:21])[C:16]([Br:23])=[N:15]2)[N:3]=1.[CH2:24]([NH2:31])[C:25]1[CH:30]=[CH:29][CH:28]=[CH:27][CH:26]=1.O, predict the reaction product. (10) Given the reactants [N+:1]([C:4]1[CH:5]=[C:6]([C:13]([N:15]2[CH2:20][CH2:19][N:18]([CH2:21][CH2:22][N:23]3[CH2:28][CH2:27][O:26][CH2:25][CH2:24]3)[CH2:17][CH2:16]2)=O)[CH:7]=[CH:8][C:9]=1[N+:10]([O-:12])=[O:11])([O-:3])=[O:2].[BH4-].[Na+].B(F)(F)F.CCOCC, predict the reaction product. The product is: [N+:1]([C:4]1[CH:5]=[C:6]([CH:7]=[CH:8][C:9]=1[N+:10]([O-:12])=[O:11])[CH2:13][N:15]1[CH2:16][CH2:17][N:18]([CH2:21][CH2:22][N:23]2[CH2:24][CH2:25][O:26][CH2:27][CH2:28]2)[CH2:19][CH2:20]1)([O-:3])=[O:2].